This data is from Reaction yield outcomes from USPTO patents with 853,638 reactions. The task is: Predict the reaction yield, written as a fraction of the theoretical maximum amount of product (1.0 means a 100% yield; for example, 0.34 means a 34% yield). (1) The yield is 0.670. The reactants are [CH:1]([C@@H:4]1[N:8]([C:9]2[CH:14]=[CH:13][N:12]3[N:15]=[CH:16][C:17]([C:18]4[CH:23]=[CH:22][C:21]([C:24]5[N:28]=[CH:27][N:26](COCC[Si](C)(C)C)[N:25]=5)=[CH:20][CH:19]=4)=[C:11]3[N:10]=2)[C:7](=[O:37])[NH:6][CH2:5]1)([CH3:3])[CH3:2].C([O-])(O)=O.[Na+]. The catalyst is CCO. The product is [NH:26]1[CH:27]=[N:28][C:24]([C:21]2[CH:20]=[CH:19][C:18]([C:17]3[CH:16]=[N:15][N:12]4[CH:13]=[CH:14][C:9]([N:8]5[C@@H:4]([CH:1]([CH3:2])[CH3:3])[CH2:5][NH:6][C:7]5=[O:37])=[N:10][C:11]=34)=[CH:23][CH:22]=2)=[N:25]1. (2) The reactants are [OH:1][C:2]1[C:10]([CH3:11])=[CH:9][CH:8]=[CH:7][C:3]=1[C:4]([OH:6])=O.[CH2:12]([O:14][C:15]([C:17]1([NH2:26])[CH2:25][C:24]2[C:19](=[CH:20][CH:21]=[CH:22][CH:23]=2)[CH2:18]1)=[O:16])[CH3:13].CN(C(ON1N=NC2C=CC=NC1=2)=[N+](C)C)C.F[P-](F)(F)(F)(F)F.CCN(C(C)C)C(C)C. The catalyst is CN(C=O)C. The product is [CH2:12]([O:14][C:15]([C:17]1([NH:26][C:4](=[O:6])[C:3]2[CH:7]=[CH:8][CH:9]=[C:10]([CH3:11])[C:2]=2[OH:1])[CH2:25][C:24]2[C:19](=[CH:20][CH:21]=[CH:22][CH:23]=2)[CH2:18]1)=[O:16])[CH3:13]. The yield is 0.670. (3) The reactants are [F:1][C:2]([F:18])([F:17])[C:3]1[N:8]=[CH:7][C:6]([C:9]([CH3:16])=[CH:10][C:11]([O:13]CC)=[O:12])=[CH:5][CH:4]=1.[OH-].[Na+]. The catalyst is C1COCC1.CCO. The product is [F:17][C:2]([F:1])([F:18])[C:3]1[N:8]=[CH:7][C:6]([C:9]([CH3:16])=[CH:10][C:11]([OH:13])=[O:12])=[CH:5][CH:4]=1. The yield is 0.910. (4) The reactants are [OH:1][CH:2]1[CH2:5][N:4]([C:6]2[S:7][CH:8]=[C:9]([C:11](=[O:17])[N:12]([CH2:14][CH2:15][OH:16])[CH3:13])[N:10]=2)[CH2:3]1.[Si:18](Cl)([C:21]([CH3:24])([CH3:23])[CH3:22])([CH3:20])[CH3:19].N1C=CN=C1. The catalyst is CN(C)C=O. The product is [Si:18]([O:16][CH2:15][CH2:14][N:12]([CH3:13])[C:11]([C:9]1[N:10]=[C:6]([N:4]2[CH2:5][CH:2]([OH:1])[CH2:3]2)[S:7][CH:8]=1)=[O:17])([C:21]([CH3:24])([CH3:23])[CH3:22])([CH3:20])[CH3:19]. The yield is 0.600. (5) The reactants are Br[C:2]1[C:11]2[C:6](=[CH:7][CH:8]=[C:9]([OH:12])[CH:10]=2)[N:5]=[C:4]([C:13]2[CH:18]=[CH:17][C:16]([OH:19])=[C:15]([F:20])[CH:14]=2)[CH:3]=1.C([Sn](CCCC)(CCCC)[C:26]1[S:27][CH:28]=[CH:29][N:30]=1)CCC. No catalyst specified. The product is [F:20][C:15]1[CH:14]=[C:13]([C:4]2[CH:3]=[C:2]([C:26]3[S:27][CH:28]=[CH:29][N:30]=3)[C:11]3[C:6](=[CH:7][CH:8]=[C:9]([OH:12])[CH:10]=3)[N:5]=2)[CH:18]=[CH:17][C:16]=1[OH:19]. The yield is 0.560. (6) The catalyst is C(#N)C.O.[OH-].[NH4+].C(OCC)(=O)C. The reactants are [CH3:1][C:2]1[S:3][C:4]2[CH:10]=[CH:9][C:8]([O:11][CH2:12][CH2:13][CH2:14]Cl)=[CH:7][C:5]=2[N:6]=1.[C:16]([C:18]1[CH:19]=[C:20]2[C:24](=[CH:25][CH:26]=1)[NH:23][CH:22]=[C:21]2[C:27]1[CH2:28][CH2:29][NH:30][CH2:31][CH:32]=1)#[N:17].[I-].[K+]. The product is [C:16]([C:18]1[CH:19]=[C:20]2[C:24](=[CH:25][CH:26]=1)[NH:23][CH:22]=[C:21]2[C:27]1[CH2:28][CH2:29][N:30]([CH2:14][CH2:13][CH2:12][O:11][C:8]2[CH:9]=[CH:10][C:4]3[S:3][C:2]([CH3:1])=[N:6][C:5]=3[CH:7]=2)[CH2:31][CH:32]=1)#[N:17]. The yield is 0.350. (7) The yield is 1.00. The product is [Cl:1][C:2]1[C:7]([C:8]([NH:21][CH2:20][CH2:19][CH2:18][N:15]2[CH2:16][CH2:17][O:12][CH2:13][CH2:14]2)=[O:9])=[C:6]([Cl:11])[N:5]=[CH:4][N:3]=1. The reactants are [Cl:1][C:2]1[C:7]([C:8](Cl)=[O:9])=[C:6]([Cl:11])[N:5]=[CH:4][N:3]=1.[O:12]1[CH2:17][CH2:16][N:15]([CH2:18][CH2:19][CH2:20][NH2:21])[CH2:14][CH2:13]1. The catalyst is ClCCl. (8) The reactants are [OH:1][CH2:2][C:3]([CH2:32][OH:33])([C:7]1[CH:12]=[CH:11][C:10]([O:13][CH2:14][CH2:15][CH2:16][CH2:17][CH2:18][CH2:19][CH2:20][CH2:21][CH2:22][CH2:23][CH2:24][CH2:25][CH2:26][CH2:27][CH2:28][CH2:29][CH2:30][CH3:31])=[CH:9][CH:8]=1)[C:4](O)=[O:5]. The catalyst is C1COCC1. The product is [OH:33][CH2:32][C:3]([C:7]1[CH:8]=[CH:9][C:10]([O:13][CH2:14][CH2:15][CH2:16][CH2:17][CH2:18][CH2:19][CH2:20][CH2:21][CH2:22][CH2:23][CH2:24][CH2:25][CH2:26][CH2:27][CH2:28][CH2:29][CH2:30][CH3:31])=[CH:11][CH:12]=1)([CH2:2][OH:1])[CH2:4][OH:5]. The yield is 0.650. (9) The reactants are [C:1](=[O:4])([O-])[O-:2].[K+].[K+].O[C:8]1[C:16](C)=[CH:15][CH:14]=[CH:13][C:9]=1[C:10](O)=O.[CH3:18]I.CN(C)[CH:22]=[O:23]. No catalyst specified. The product is [CH3:18][O:2][C:1](=[O:4])[C:16]1[CH:15]=[CH:14][CH:13]=[C:9]([CH3:10])[C:8]=1[O:23][CH3:22]. The yield is 0.593.